Task: Regression/Classification. Given a drug SMILES string, predict its toxicity properties. Task type varies by dataset: regression for continuous values (e.g., LD50, hERG inhibition percentage) or binary classification for toxic/non-toxic outcomes (e.g., AMES mutagenicity, cardiotoxicity, hepatotoxicity). Dataset: herg_karim.. Dataset: hERG potassium channel inhibition data for cardiac toxicity prediction from Karim et al. (1) The compound is O=C(C1CC2(CCN(c3ccccc3)CC2)C1)N1CCN(C2CCC2)CC1. The result is 0 (non-blocker). (2) The molecule is O=C(N1CCc2ncc(C(F)(F)F)cc2C1)[C@@]12CCC[C@@H]1C[C@@H](NC1CCS(=O)(=O)CC1)C2. The result is 0 (non-blocker). (3) The result is 0 (non-blocker). The molecule is COc1cccc(-n2cc3nc(-c4cccnc4C)n(C[C@H]4CCCN(C(C)C)C4)c(=O)c3n2)c1.